From a dataset of Reaction yield outcomes from USPTO patents with 853,638 reactions. Predict the reaction yield, written as a fraction of the theoretical maximum amount of product (1.0 means a 100% yield; for example, 0.34 means a 34% yield). (1) The reactants are [CH2:1]([N:8]([CH3:12])[CH2:9][CH2:10][OH:11])[C:2]1[CH:7]=[CH:6][CH:5]=[CH:4][CH:3]=1.C(N(CC)CC)C.[C:20](OC(=O)C)(=[O:22])[CH3:21].C(Cl)Cl. The catalyst is CN(C)C1C=CN=CC=1.CC(OC)(C)C. The product is [C:20]([O:11][CH2:10][CH2:9][N:8]([CH2:1][C:2]1[CH:7]=[CH:6][CH:5]=[CH:4][CH:3]=1)[CH3:12])(=[O:22])[CH3:21]. The yield is 0.870. (2) The reactants are [Cl:1][C:2]1[CH:3]=[C:4]2[C:10]([C:11]3[N:16]=[C:15]([NH:17][C@H:18]4[CH2:22][CH2:21][N:20]([S:23]([CH3:26])(=[O:25])=[O:24])[CH2:19]4)[C:14]([F:27])=[CH:13][N:12]=3)=[CH:9][NH:8][C:5]2=[N:6][CH:7]=1.[CH:28]1(S(Cl)(=O)=O)C[CH2:29]1. No catalyst specified. The product is [Cl:1][C:2]1[CH:3]=[C:4]2[C:10]([C:11]3[N:16]=[C:15]([NH:17][C@H:18]4[CH2:22][CH2:21][N:20]([S:23]([CH:26]5[CH2:29][CH2:28]5)(=[O:24])=[O:25])[CH2:19]4)[C:14]([F:27])=[CH:13][N:12]=3)=[CH:9][NH:8][C:5]2=[N:6][CH:7]=1. The yield is 0.370. (3) The reactants are [O:1]=[C:2]1[N:6]([C:7]2[CH:14]=[CH:13][C:10]([C:11]#[N:12])=[C:9]([C:15]([F:18])([F:17])[F:16])[CH:8]=2)[C@@H:5]2[CH2:19][CH2:20][CH2:21][CH2:22][C@H:4]2[NH:3]1.[F:23][C:24]1[CH:29]=[C:28](I)[CH:27]=[CH:26][C:25]=1[N:31]([CH3:35])[C:32](=[O:34])[CH3:33]. No catalyst specified. The product is [C:11]([C:10]1[CH:13]=[CH:14][C:7]([N:6]2[C@@H:5]3[CH2:19][CH2:20][CH2:21][CH2:22][C@H:4]3[N:3]([C:28]3[CH:27]=[CH:26][C:25]([N:31]([CH3:35])[C:32](=[O:34])[CH3:33])=[C:24]([F:23])[CH:29]=3)[C:2]2=[O:1])=[CH:8][C:9]=1[C:15]([F:18])([F:16])[F:17])#[N:12]. The yield is 0.420. (4) The reactants are CC1(C)C(C)(C)OB([C:9]2[CH:10]=[CH:11][C:12]([C:15]3[CH2:19][CH:18]([CH2:20][N:21]4[CH2:26][CH2:25][O:24][CH2:23][CH2:22]4)[O:17][N:16]=3)=[N:13][CH:14]=2)O1.Br[C:29]1[CH:37]=[CH:36][C:35]2[N:34]3[C:38](=[O:46])[O:39][C@@H:40]([CH2:41][NH:42][C:43](=[O:45])[CH3:44])[C@@H:33]3[CH2:32][C:31]=2[CH:30]=1.C([O-])([O-])=O.[K+].[K+].O1CCOCC1. The catalyst is O. The product is [O:24]1[CH2:23][CH2:22][N:21]([CH2:20][CH:18]2[O:17][N:16]=[C:15]([C:12]3[N:13]=[CH:14][C:9]([C:29]4[CH:37]=[CH:36][C:35]5[N:34]6[C:38](=[O:46])[O:39][C@@H:40]([CH2:41][NH:42][C:43](=[O:45])[CH3:44])[C@@H:33]6[CH2:32][C:31]=5[CH:30]=4)=[CH:10][CH:11]=3)[CH2:19]2)[CH2:26][CH2:25]1. The yield is 0.680. (5) The reactants are [CH2:1]([O:8][C:9]([N:11]1[CH2:17][C:16]2[CH:18]=[C:19](/[CH:22]=[CH:23]/[C:24]([O:26]C(C)(C)C)=[O:25])[CH:20]=[N:21][C:15]=2[NH:14][C:13](=[O:31])[CH2:12]1)=[O:10])[C:2]1[CH:7]=[CH:6][CH:5]=[CH:4][CH:3]=1.C(O)(C(F)(F)F)=O.C(Cl)[Cl:40]. The catalyst is CCOCC. The product is [ClH:40].[CH2:1]([O:8][C:9]([N:11]1[CH2:17][C:16]2[CH:18]=[C:19](/[CH:22]=[CH:23]/[C:24]([OH:26])=[O:25])[CH:20]=[N:21][C:15]=2[NH:14][C:13](=[O:31])[CH2:12]1)=[O:10])[C:2]1[CH:7]=[CH:6][CH:5]=[CH:4][CH:3]=1. The yield is 0.910. (6) The reactants are [CH2:1]([OH:13])[CH2:2][CH2:3][CH2:4][CH2:5][CH2:6][CH2:7][CH2:8][CH2:9][CH2:10][CH2:11][CH3:12].[C:14](OCC)(=[O:18])[CH:15]([CH3:17])[OH:16]. No catalyst specified. The product is [C:14]([O:13][CH2:1][CH2:2][CH2:3][CH2:4][CH2:5][CH2:6][CH2:7][CH2:8][CH2:9][CH2:10][CH2:11][CH3:12])(=[O:18])[CH:15]([CH3:17])[OH:16]. The yield is 0.800. (7) The reactants are [CH2:1]1[C@@H:5]2[C@@H:6]3[C:11](=[O:12])[O:10][C:8](=[O:9])[C@@H:7]3[C@H:2]1[CH:3]=[CH:4]2.C1(C)C=CC=CC=1.COC1C=CC2N=CC=C([C@H](O)[C@@H]3N4C[C@H](C=C)C(CC4)C3)C=2C=1.[CH3:44][OH:45]. The catalyst is C(Cl)(Cl)(Cl)Cl. The product is [CH3:44][O:45][C:11]([C@H:6]1[C@H:5]2[CH2:1][C@H:2]([CH:3]=[CH:4]2)[C@H:7]1[C:8]([OH:10])=[O:9])=[O:12]. The yield is 0.990.